From a dataset of Experimentally validated miRNA-target interactions with 360,000+ pairs, plus equal number of negative samples. Binary Classification. Given a miRNA mature sequence and a target amino acid sequence, predict their likelihood of interaction. The miRNA is hsa-miR-6817-3p with sequence UCUCUCUGACUCCAUGGCA. The protein sequence of the target gene is MACPALGLEALQPLQPEPPPEPAFSEAQKWIEQVTGRSFGDKDFRTGLENGILLCELLNAIKPGLVKKINRLPTPIAGLDNIILFLRGCKELGLKESQLFDPSDLQDTSNRVTVKSLDYSRKLKNVLVTIYWLGKAANSCTSYSGTTLNLKEFEGLLAQMRKDTDDIESPKRSIRDSGYIDCWDSERSDSLSPPRHGRDDSFDSLDSFGSRSRQTPSPDVVLRGSSDGRGSDSESDLPHRKLPDVKKDDMSARRTSHGEPKSAVPFNQYLPNKSNQTAYVPAPLRKKKAEREEYRKSWST.... Result: 1 (interaction).